This data is from Reaction yield outcomes from USPTO patents with 853,638 reactions. The task is: Predict the reaction yield, written as a fraction of the theoretical maximum amount of product (1.0 means a 100% yield; for example, 0.34 means a 34% yield). (1) The reactants are [OH-].[Li+].[Br:3][C:4]1[N:5]([C:19]2[C:28]3[C:23](=[CH:24][CH:25]=[CH:26][CH:27]=3)[C:22]([CH:29]3[CH2:31][CH2:30]3)=[CH:21][CH:20]=2)[C:6]([S:9][C:10]2([C:14]([O:16]CC)=[O:15])[CH2:13][CH2:12][CH2:11]2)=[N:7][N:8]=1. The catalyst is C1COCC1.CO. The product is [Br:3][C:4]1[N:5]([C:19]2[C:28]3[C:23](=[CH:24][CH:25]=[CH:26][CH:27]=3)[C:22]([CH:29]3[CH2:31][CH2:30]3)=[CH:21][CH:20]=2)[C:6]([S:9][C:10]2([C:14]([OH:16])=[O:15])[CH2:11][CH2:12][CH2:13]2)=[N:7][N:8]=1. The yield is 0.750. (2) The reactants are [CH3:1][O:2][C:3]1[NH:4][C:5](=O)[C:6]2[C:11]([CH:12]=1)=[CH:10][CH:9]=[CH:8][CH:7]=2.O=P(Cl)(Cl)[Cl:16]. No catalyst specified. The product is [Cl:16][C:5]1[C:6]2[C:11](=[CH:10][CH:9]=[CH:8][CH:7]=2)[CH:12]=[C:3]([O:2][CH3:1])[N:4]=1. The yield is 0.440. (3) The reactants are [N:1]([C:4]1[CH:11]=[CH:10][C:7]([C:8]#[N:9])=[C:6]([CH3:12])[N:5]=1)=[C:2]=S.C(N(CC)CC)C.Cl.Cl.[NH2:22][CH2:23][C:24]1([OH:32])[CH:29]2[CH2:30][CH2:31][N:26]([CH2:27][CH2:28]2)[CH2:25]1.C(N=C=NC(C)C)(C)C. The catalyst is CN(C)C=O. The product is [N:26]12[CH2:31][CH2:30][CH:29]([CH2:28][CH2:27]1)[C@@:24]1([O:32][C:2]([NH:1][C:4]3[CH:11]=[CH:10][C:7]([C:8]#[N:9])=[C:6]([CH3:12])[N:5]=3)=[N:22][CH2:23]1)[CH2:25]2. The yield is 0.210. (4) The reactants are [S:1]([N:11]1[C:15]2=[N:16][CH:17]=[C:18]([NH:20][NH:21][C:22]([C:24]34[CH2:31][CH2:30][C:27]([NH:32]C(=O)OC(C)(C)C)([CH2:28][CH2:29]3)[CH2:26][CH2:25]4)=O)[N:19]=[C:14]2[CH:13]=[CH:12]1)([C:4]1[CH:10]=[CH:9][C:7]([CH3:8])=[CH:6][CH:5]=1)(=[O:3])=[O:2].O=S(Cl)Cl. The catalyst is O1CCOCC1. The product is [S:1]([N:11]1[C:15]2[N:16]=[CH:17][C:18]3[N:19]([C:22]([C:24]45[CH2:29][CH2:28][C:27]([NH2:32])([CH2:30][CH2:31]4)[CH2:26][CH2:25]5)=[N:21][N:20]=3)[C:14]=2[CH:13]=[CH:12]1)([C:4]1[CH:5]=[CH:6][C:7]([CH3:8])=[CH:9][CH:10]=1)(=[O:3])=[O:2]. The yield is 0.240. (5) The product is [O:19]=[S:11]1(=[O:20])[C:12]2[CH:18]=[CH:17][CH:16]=[CH:15][C:13]=2[NH:14][C:9]([C:6]2[C:7](=[O:8])[N:2]([N:1]=[CH:25][C:26]3[CH:33]=[CH:32][CH:31]=[CH:30][C:27]=3[CH3:28])[C:3]3[CH:24]=[CH:23][S:22][C:4]=3[C:5]=2[OH:21])=[N:10]1. The yield is 0.570. The reactants are [NH2:1][N:2]1[C:7](=[O:8])[C:6]([C:9]2[NH:14][C:13]3[CH:15]=[CH:16][CH:17]=[CH:18][C:12]=3[S:11](=[O:20])(=[O:19])[N:10]=2)=[C:5]([OH:21])[C:4]2[S:22][CH:23]=[CH:24][C:3]1=2.[CH3:25][C:26]1[CH:33]=[CH:32][CH:31]=[CH:30][C:27]=1[CH:28]=O. The catalyst is CN(C)C(=O)C.